Dataset: Full USPTO retrosynthesis dataset with 1.9M reactions from patents (1976-2016). Task: Predict the reactants needed to synthesize the given product. (1) Given the product [Cl:39][C:36]1[CH:35]=[C:31]2[C:30]([CH2:29][N:28]([C:24]3[C:23]([CH3:40])=[C:22]([C:7]4[C:8]5[C:16]6[C:11](=[CH:12][C:13]([O:17][CH2:18][CH2:19][O:20][CH3:21])=[CH:14][CH:15]=6)[NH:10][C:9]=5[C:4]([C:1]([NH2:2])=[O:3])=[N:5][CH:6]=4)[CH:27]=[CH:26][CH:25]=3)[C:32]2=[O:34])=[CH:38][CH:37]=1, predict the reactants needed to synthesize it. The reactants are: [C:1]([C:4]1[C:9]2[NH:10][C:11]3[C:16]([C:8]=2[C:7]([C:22]2[C:23]([CH3:40])=[C:24]([NH:28][CH2:29][C:30]4[CH:38]=[CH:37][C:36]([Cl:39])=[CH:35][C:31]=4[C:32]([OH:34])=O)[CH:25]=[CH:26][CH:27]=2)=[CH:6][N:5]=1)=[CH:15][CH:14]=[C:13]([O:17][CH2:18][CH2:19][O:20][CH3:21])[CH:12]=3)(=[O:3])[NH2:2].C(O)(C(F)(F)F)=O.C(NC(C)C)(C)C.F[P-](F)(F)(F)(F)F.N1(O[P+](N(C)C)(N(C)C)N(C)C)C2C=CC=CC=2N=N1.CN1CCOCC1. (2) Given the product [Br:1][C:2]1[CH:3]=[CH:4][C:5](=[O:8])[N:6]([CH2:14][CH2:13][S:10]([CH3:9])(=[O:12])=[O:11])[CH:7]=1, predict the reactants needed to synthesize it. The reactants are: [Br:1][C:2]1[CH:3]=[CH:4][C:5]([OH:8])=[N:6][CH:7]=1.[CH3:9][S:10]([CH:13]=[CH2:14])(=[O:12])=[O:11]. (3) Given the product [C:2]([O:6][C:7](=[O:21])[CH2:8][O:9][C:10]1[C:19]2[CH2:18][CH2:17][CH2:16][C@@H:15]([NH:20][S:30]([C:25]3[CH:26]=[CH:27][C:28]([F:29])=[C:23]([Cl:22])[CH:24]=3)(=[O:32])=[O:31])[C:14]=2[CH:13]=[CH:12][CH:11]=1)([CH3:5])([CH3:3])[CH3:4], predict the reactants needed to synthesize it. The reactants are: Cl.[C:2]([O:6][C:7](=[O:21])[CH2:8][O:9][C:10]1[C:19]2[CH2:18][CH2:17][CH2:16][C@@H:15]([NH2:20])[C:14]=2[CH:13]=[CH:12][CH:11]=1)([CH3:5])([CH3:4])[CH3:3].[Cl:22][C:23]1[CH:24]=[C:25]([S:30](Cl)(=[O:32])=[O:31])[CH:26]=[CH:27][C:28]=1[F:29]. (4) Given the product [Cl:1][C:2]1[CH:3]=[C:4]([CH:9]=[CH:10][C:11]=1[O:12][CH:14]([CH3:15])[CH3:13])[C:5]([O:7][CH3:8])=[O:6], predict the reactants needed to synthesize it. The reactants are: [Cl:1][C:2]1[CH:3]=[C:4]([CH:9]=[CH:10][C:11]=1[OH:12])[C:5]([O:7][CH3:8])=[O:6].[CH3:13][CH:14](O)[CH3:15].C1(P(C2C=CC=CC=2)C2C=CC=CC=2)C=CC=CC=1.N(C(OC(C)C)=O)=NC(OC(C)C)=O. (5) Given the product [CH3:15][N:3]1[C:4](=[O:14])[CH:5]=[C:6]([C:8]2[CH:13]=[CH:12][N:11]=[CH:10][N:9]=2)[N:7]=[C:2]1[N:20]1[CH2:19][CH:18]([CH3:17])[CH2:24][O:23][CH2:22][CH2:21]1, predict the reactants needed to synthesize it. The reactants are: Cl[C:2]1[N:3]([CH3:15])[C:4](=[O:14])[CH:5]=[C:6]([C:8]2[CH:13]=[CH:12][N:11]=[CH:10][N:9]=2)[N:7]=1.Cl.[CH3:17][CH:18]1[CH2:24][O:23][CH2:22][CH2:21][NH:20][CH2:19]1.C(N(CC)CC)C. (6) Given the product [C:1]([O:5][C:6]([NH:8][CH2:9][CH2:10][CH2:11][CH2:12][CH2:13][C:14]([O:16][CH2:24][C:25]1[CH:30]=[CH:29][CH:28]=[CH:27][CH:26]=1)=[O:15])=[O:7])([CH3:4])([CH3:2])[CH3:3], predict the reactants needed to synthesize it. The reactants are: [C:1]([O:5][C:6]([NH:8][CH2:9][CH2:10][CH2:11][CH2:12][CH2:13][C:14]([OH:16])=[O:15])=[O:7])([CH3:4])([CH3:3])[CH3:2].C(=O)([O-])[O-].[K+].[K+].Br[CH2:24][C:25]1[CH:30]=[CH:29][CH:28]=[CH:27][CH:26]=1.CN(C=O)C. (7) Given the product [Br:1][C:2]1[CH:12]=[C:11]([F:13])[CH:10]=[CH:9][C:3]=1[O:4][CH2:5][C:6]([N:17]([CH:14]([CH3:16])[CH3:15])[NH:18][C:19]([C:21]1[CH:25]=[CH:24][S:23][CH:22]=1)=[O:20])=[O:8], predict the reactants needed to synthesize it. The reactants are: [Br:1][C:2]1[CH:12]=[C:11]([F:13])[CH:10]=[CH:9][C:3]=1[O:4][CH2:5][C:6]([OH:8])=O.[CH:14]([NH:17][NH:18][C:19]([C:21]1[CH:25]=[CH:24][S:23][CH:22]=1)=[O:20])([CH3:16])[CH3:15].C(N(C(C)C)CC)(C)C.C1CN([P+](Br)(N2CCCC2)N2CCCC2)CC1.F[P-](F)(F)(F)(F)F.